Dataset: Catalyst prediction with 721,799 reactions and 888 catalyst types from USPTO. Task: Predict which catalyst facilitates the given reaction. (1) Product: [CH3:11][N:6]1[C:5]2[CH:12]=[CH:13][C:2]([B:17]3[O:18][C:19]([CH3:21])([CH3:20])[C:15]([CH3:31])([CH3:14])[O:16]3)=[CH:3][C:4]=2[N:8]([CH3:9])[C:7]1=[O:10]. Reactant: Br[C:2]1[CH:13]=[CH:12][C:5]2[N:6]([CH3:11])[C:7](=[O:10])[N:8]([CH3:9])[C:4]=2[CH:3]=1.[CH3:14][C:15]1([CH3:31])[C:19]([CH3:21])([CH3:20])[O:18][B:17]([B:17]2[O:18][C:19]([CH3:21])([CH3:20])[C:15]([CH3:31])([CH3:14])[O:16]2)[O:16]1.ClCCl.C([O-])(=O)C.[K+]. The catalyst class is: 75. (2) Reactant: [C:1]([NH:4][C:5]1[N:9]([CH2:10][C:11](OCC)=[O:12])[N:8]=[C:7]([C:16]2[CH:21]=[CH:20][C:19]([F:22])=[CH:18][CH:17]=2)[C:6]=1[C:23]#[C:24][C:25]1[CH:30]=[CH:29][CH:28]=[CH:27][CH:26]=1)(=[O:3])[CH3:2].[BH4-].[Na+]. Product: [F:22][C:19]1[CH:20]=[CH:21][C:16]([C:7]2[C:6]([C:23]#[C:24][C:25]3[CH:30]=[CH:29][CH:28]=[CH:27][CH:26]=3)=[C:5]([NH:4][C:1](=[O:3])[CH3:2])[N:9]([CH2:10][CH2:11][OH:12])[N:8]=2)=[CH:17][CH:18]=1. The catalyst class is: 357.